This data is from Catalyst prediction with 721,799 reactions and 888 catalyst types from USPTO. The task is: Predict which catalyst facilitates the given reaction. (1) Reactant: [C:1]([O:5][C:6]([N:8]1[CH2:13][CH2:12][C:11]2[N:14]([CH2:27][CH2:28][CH2:29][N:30]3[CH2:35][CH2:34][N:33]([C:36]4[C:41]([Cl:42])=[CH:40][CH:39]=[CH:38][C:37]=4[NH2:43])[CH2:32][CH2:31]3)[N:15]=[C:16]([C:17]3[CH:22]=[CH:21][C:20]([C:23]([F:26])([F:25])[F:24])=[CH:19][CH:18]=3)[C:10]=2[CH2:9]1)=[O:7])([CH3:4])([CH3:3])[CH3:2].[CH3:44][S:45](Cl)(=[O:47])=[O:46].C(N(CC)CC)C.C([O-])(O)=O.[Na+]. Product: [C:1]([O:5][C:6]([N:8]1[CH2:13][CH2:12][C:11]2[N:14]([CH2:27][CH2:28][CH2:29][N:30]3[CH2:35][CH2:34][N:33]([C:36]4[C:37]([NH:43][S:45]([CH3:44])(=[O:47])=[O:46])=[CH:38][CH:39]=[CH:40][C:41]=4[Cl:42])[CH2:32][CH2:31]3)[N:15]=[C:16]([C:17]3[CH:18]=[CH:19][C:20]([C:23]([F:25])([F:26])[F:24])=[CH:21][CH:22]=3)[C:10]=2[CH2:9]1)=[O:7])([CH3:4])([CH3:2])[CH3:3]. The catalyst class is: 91. (2) Reactant: Cl[C:2]1[N:7]=[C:6]([N:8]2[CH2:12][CH2:11][C@:10]([CH2:15][CH3:16])([C:13]#[N:14])[C:9]2=[O:17])[CH:5]=[CH:4][N:3]=1.[NH2:18][C:19]1[CH:24]=[CH:23][C:22]([C:25]2([CH2:31][OH:32])[CH2:30][CH2:29][O:28][CH2:27][CH2:26]2)=[CH:21][CH:20]=1.C(O)(=O)C. Product: [CH2:15]([C@:10]1([C:13]#[N:14])[CH2:11][CH2:12][N:8]([C:6]2[CH:5]=[CH:4][N:3]=[C:2]([NH:18][C:19]3[CH:24]=[CH:23][C:22]([C:25]4([CH2:31][OH:32])[CH2:30][CH2:29][O:28][CH2:27][CH2:26]4)=[CH:21][CH:20]=3)[N:7]=2)[C:9]1=[O:17])[CH3:16]. The catalyst class is: 8. (3) Reactant: [C:1](N1C=CN=C1)(N1C=CN=C1)=O.[O:13]=[C:14]1[CH:16]([C:17]([OH:19])=[O:18])[CH2:15]1.[CH2:20](O)[C:21]1[CH:26]=[CH:25][CH:24]=[CH:23][CH:22]=1. Product: [O:13]=[C:14]1[CH2:15][CH:16]([C:17]([O:19][CH2:20][C:21]2[CH:26]=[CH:25][CH:24]=[CH:23][CH:22]=2)=[O:18])[CH2:1]1. The catalyst class is: 34. (4) Reactant: [Cl:1][C:2]1[N:10]=[C:9]2[C:5]([N:6]=[CH:7][NH:8]2)=[C:4]([NH:11][CH:12]2[CH2:17][CH2:16][CH2:15][CH2:14][CH2:13]2)[N:3]=1.[CH2:18]1[CH2:23][O:22][CH:21]=[CH:20][CH2:19]1.CC1C=CC(S(O)(=O)=O)=CC=1. Product: [Cl:1][C:2]1[N:10]=[C:9]2[C:5]([N:6]=[CH:7][N:8]2[CH:21]2[CH2:20][CH2:19][CH2:18][CH2:23][O:22]2)=[C:4]([NH:11][CH:12]2[CH2:17][CH2:16][CH2:15][CH2:14][CH2:13]2)[N:3]=1. The catalyst class is: 1. (5) Reactant: CS(O[CH2:6][CH2:7][CH2:8][O:9][C:10]1[CH:15]=[CH:14][CH:13]=[C:12]([CH:16]=[O:17])[CH:11]=1)(=O)=O.FC(F)(F)C(O)=O.[CH3:25][C:26]1[S:27][CH:28]=[C:29]([C:31]([N:33]2[CH2:38][C:37]3([CH2:43][CH2:42][NH:41][CH2:40][CH2:39]3)[O:36][CH2:35][CH2:34]2)=[O:32])[N:30]=1.C(N(CC)CC)C. Product: [CH3:25][C:26]1[S:27][CH:28]=[C:29]([C:31]([N:33]2[CH2:38][C:37]3([CH2:43][CH2:42][N:41]([CH2:6][CH2:7][CH2:8][O:9][C:10]4[CH:11]=[C:12]([CH:13]=[CH:14][CH:15]=4)[CH:16]=[O:17])[CH2:40][CH2:39]3)[O:36][CH2:35][CH2:34]2)=[O:32])[N:30]=1. The catalyst class is: 10.